This data is from Full USPTO retrosynthesis dataset with 1.9M reactions from patents (1976-2016). The task is: Predict the reactants needed to synthesize the given product. (1) Given the product [Cl:1][C:9]1[C:10](=[O:12])[N:11]=[C:6]([CH:3]2[CH2:4][CH2:5]2)[NH:7][C:8]=1[CH:13]([O:14][CH2:15][CH3:16])[O:17][CH2:18][CH3:19], predict the reactants needed to synthesize it. The reactants are: [Cl:1]Cl.[CH:3]1([C:6]2[NH:7][C:8]([CH:13]([O:17][CH2:18][CH3:19])[O:14][CH2:15][CH3:16])=[CH:9][C:10](=[O:12])[N:11]=2)[CH2:5][CH2:4]1.C([O-])(=O)C.[Na+]. (2) The reactants are: F[C:2]1[N:7]=[C:6]([NH:8][C:9]2[C:14]([C:15]([O:17][CH2:18][CH3:19])=[O:16])=[CH:13][N:12]=[C:11]([C:20]3[CH:25]=[CH:24][CH:23]=[CH:22][CH:21]=3)[N:10]=2)[CH:5]=[CH:4][N:3]=1.[NH2:26][C@@H:27]([CH3:44])[CH2:28][C:29]1[CH:30]=[C:31]([CH:41]=[CH:42][CH:43]=1)[CH2:32]NC(=O)OC(C)(C)C.[C:45](=[O:48])([O-])[O-:46].[Cs+].[Cs+]. Given the product [C:14]([O:46][C:45]([CH2:32][C:31]1[CH:30]=[C:29]([CH2:28][C@@H:27]([NH:26][C:2]2[N:7]=[C:6]([NH:8][C:9]3[C:14]([C:15]([O:17][CH2:18][CH3:19])=[O:16])=[CH:13][N:12]=[C:11]([C:20]4[CH:25]=[CH:24][CH:23]=[CH:22][CH:21]=4)[N:10]=3)[CH:5]=[CH:4][N:3]=2)[CH3:44])[CH:43]=[CH:42][CH:41]=1)=[O:48])([CH3:15])([CH3:9])[CH3:13], predict the reactants needed to synthesize it. (3) Given the product [C:1]([C@H:2]1[C@H:10]([C:8]2[N:7]=[CH:6][S:5][CH:9]=2)[NH:11][C@:12]([CH2:20][CH:21]([CH3:23])[CH3:22])([C:13]([O:15][C:16]([CH3:17])([CH3:18])[CH3:19])=[O:14])[CH2:3]1)#[N:4], predict the reactants needed to synthesize it. The reactants are: [C:1](#[N:4])[CH:2]=[CH2:3].[S:5]1[CH:9]=[C:8]([CH:10]=[N:11][CH:12]([CH2:20][CH:21]([CH3:23])[CH3:22])[C:13]([O:15][C:16]([CH3:19])([CH3:18])[CH3:17])=[O:14])[N:7]=[CH:6]1. (4) Given the product [CH2:1]([O:3][C:4](=[O:27])[C:5]1[CH:6]=[CH:7][C:8]([N:11]2[C:19]3[C:14](=[CH:15][C:16]([NH:24][CH3:26])=[C:17]([C:20]([F:22])([F:23])[F:21])[CH:18]=3)[C:13]([CH:38]=[O:39])=[CH:12]2)=[CH:9][CH:10]=1)[CH3:2], predict the reactants needed to synthesize it. The reactants are: [CH2:1]([O:3][C:4](=[O:27])[C:5]1[CH:10]=[CH:9][C:8]([N:11]2[C:19]3[C:14](=[CH:15][C:16]([N:24]([CH3:26])C)=[C:17]([C:20]([F:23])([F:22])[F:21])[CH:18]=3)[CH:13]=[CH:12]2)=[CH:7][CH:6]=1)[CH3:2].P(Cl)(Cl)(Cl)=O.[OH-].[Na+].Cl.CN(C)[CH:38]=[O:39]. (5) The reactants are: [Br:1][C:2]1[C:7]([F:8])=[CH:6][C:5]([S:9](Cl)(=[O:11])=[O:10])=[C:4]([F:13])[CH:3]=1.[CH:14]1([NH2:17])[CH2:16][CH2:15]1. Given the product [Br:1][C:2]1[C:7]([F:8])=[CH:6][C:5]([S:9]([NH:17][CH:14]2[CH2:16][CH2:15]2)(=[O:11])=[O:10])=[C:4]([F:13])[CH:3]=1, predict the reactants needed to synthesize it. (6) Given the product [C:1]([C:3]([C:9]1([CH3:19])[CH2:14][C:13]([CH3:16])([CH3:15])[CH2:12][C:11]([CH3:18])([CH3:17])[CH2:10]1)([CH2:24][CH:23]=[CH2:22])[C:4]([O:6][CH2:7][CH3:8])=[O:5])#[N:2], predict the reactants needed to synthesize it. The reactants are: [C:1]([CH:3]([C:9]1([CH3:19])[CH2:14][C:13]([CH3:16])([CH3:15])[CH2:12][C:11]([CH3:18])([CH3:17])[CH2:10]1)[C:4]([O:6][CH2:7][CH3:8])=[O:5])#[N:2].[H-].[Na+].[CH2:22](Br)[CH:23]=[CH2:24].O. (7) Given the product [Cl:21][C:16]1[CH:15]=[C:14]([N:11]2[C:12](=[O:13])[C:4]3[CH:3]=[C:2]([C:34]4[C:35]([O:37][CH3:38])=[N:36][C:31]([O:30][CH3:29])=[N:32][CH:33]=4)[N:6]([CH:7]([CH3:9])[CH3:8])[C:5]=3[CH:10]2[C:22]2[CH:27]=[CH:26][C:25]([Cl:28])=[CH:24][N:23]=2)[CH:19]=[CH:18][C:17]=1[F:20], predict the reactants needed to synthesize it. The reactants are: Br[C:2]1[N:6]([CH:7]([CH3:9])[CH3:8])[C:5]2[CH:10]([C:22]3[CH:27]=[CH:26][C:25]([Cl:28])=[CH:24][N:23]=3)[N:11]([C:14]3[CH:19]=[CH:18][C:17]([F:20])=[C:16]([Cl:21])[CH:15]=3)[C:12](=[O:13])[C:4]=2[CH:3]=1.[CH3:29][O:30][C:31]1[N:36]=[C:35]([O:37][CH3:38])[C:34](B(O)O)=[CH:33][N:32]=1.BrC1N(C(C)C)C2C(C3C=CC(Cl)=CN=3)N(C3C(=O)N(C)C=C(Cl)C=3)C(=O)C=2C=1.COC1C(B2OC(C)(C)C(C)(C)O2)=CN=C(N)N=1. (8) Given the product [F:1][C:2]1[CH:10]=[CH:9][C:5]([C:6]([N:12]2[CH2:17][CH2:16][CH:15]([CH2:18][CH:19]([N:23]3[CH:27]=[C:26]([C:28]4[C:29]5[CH:36]=[CH:35][NH:34][C:30]=5[N:31]=[CH:32][N:33]=4)[CH:25]=[N:24]3)[CH2:20][C:21]#[N:22])[CH2:14][CH2:13]2)=[O:7])=[CH:4][CH:3]=1, predict the reactants needed to synthesize it. The reactants are: [F:1][C:2]1[CH:10]=[CH:9][C:5]([C:6](Cl)=[O:7])=[CH:4][CH:3]=1.Cl.[NH:12]1[CH2:17][CH2:16][CH:15]([CH2:18][CH:19]([N:23]2[CH:27]=[C:26]([C:28]3[C:29]4[CH:36]=[CH:35][N:34](COCC[Si](C)(C)C)[C:30]=4[N:31]=[CH:32][N:33]=3)[CH:25]=[N:24]2)[CH2:20][C:21]#[N:22])[CH2:14][CH2:13]1.C(N(CC)CC)C.FC(F)(F)C(O)=O.C(N)CN. (9) The reactants are: [CH:1]([N:4](C(C)C)CC)(C)C.CN(C(ON1N=[N:25][C:20]2[CH:21]=[CH:22][CH:23]=[CH:24]C1=2)=[N+](C)C)C.F[P-](F)(F)(F)(F)F.[CH2:34](N(C)C1CCNCC1)[C:35]1[CH:40]=[CH:39][CH:38]=[CH:37][CH:36]=1.[CH3:49][N:50]1[CH:54]=[CH:53][N:52]=[C:51]1[CH2:55][CH2:56][C:57]([OH:59])=O. Given the product [CH2:34]([CH:22]1[CH2:23][CH2:24][N:25]([C:57](=[O:59])[CH2:56][CH2:55][C:51]2[N:50]([CH3:49])[CH:54]=[CH:53][N:52]=2)[CH:20]([NH:4][CH3:1])[CH2:21]1)[C:35]1[CH:36]=[CH:37][CH:38]=[CH:39][CH:40]=1, predict the reactants needed to synthesize it. (10) The reactants are: C1(P(C2C=CC=CC=2)C2C=CC=CC=2)C=CC=CC=1.C(C([NH:26][C@H:27]([C:29](O)=[O:30])[CH3:28])=O)(C)(C)C.ClC(Cl)(Cl)C(Cl)(Cl)Cl.[NH2:40][C@H:41]([C:47]([OH:49])=[O:48])[CH2:42][CH2:43][C:44](=[O:46])[NH2:45].[OH-].[Na+].S(=O)(=O)(O)O. Given the product [NH2:26][C@H:27]([C:29]([NH:40][C@H:41]([C:47]([OH:49])=[O:48])[CH2:42][CH2:43][C:44](=[O:46])[NH2:45])=[O:30])[CH3:28], predict the reactants needed to synthesize it.